Dataset: Forward reaction prediction with 1.9M reactions from USPTO patents (1976-2016). Task: Predict the product of the given reaction. (1) Given the reactants [NH2:1][NH2:2].[OH:3][C:4]1[C:5]([C:10]([O:12]C)=O)=[N:6][CH:7]=[CH:8][CH:9]=1, predict the reaction product. The product is: [OH:3][C:4]1[C:5]([C:10]([NH:1][NH2:2])=[O:12])=[N:6][CH:7]=[CH:8][CH:9]=1. (2) Given the reactants [C:1]([C:5]1[CH:23]=[C:8]2[N:9]=[C:10]([CH3:22])[C:11]([CH:14]([CH2:19][CH2:20][CH3:21])[C:15]([O:17][CH3:18])=[O:16])=[C:12](Cl)[N:7]2[N:6]=1)([CH3:4])([CH3:3])[CH3:2].[F:24][C:25]([F:36])([F:35])[C:26]1[CH:31]=[CH:30][C:29](B(O)O)=[CH:28][CH:27]=1.C(N(C(C)C)CC)(C)C, predict the reaction product. The product is: [C:1]([C:5]1[CH:23]=[C:8]2[N:9]=[C:10]([CH3:22])[C:11]([CH:14]([CH2:19][CH2:20][CH3:21])[C:15]([O:17][CH3:18])=[O:16])=[C:12]([C:29]3[CH:30]=[CH:31][C:26]([C:25]([F:36])([F:35])[F:24])=[CH:27][CH:28]=3)[N:7]2[N:6]=1)([CH3:4])([CH3:3])[CH3:2]. (3) Given the reactants Cl[C:2]1[N:7]=[C:6](/[CH:8]=[CH:9]/[C:10]2[N:17]3[C:13]([S:14][CH:15]=[CH:16]3)=[N:12][C:11]=2[C:18]2[CH:23]=[CH:22][CH:21]=[CH:20][CH:19]=2)[CH:5]=[CH:4][N:3]=1.[CH3:24][NH2:25], predict the reaction product. The product is: [CH3:9][CH2:10][CH2:11][CH:18]([CH3:23])[CH3:19].[CH3:24][NH:25][C:2]1[N:7]=[C:6](/[CH:8]=[CH:9]/[C:10]2[N:17]3[C:13]([S:14][CH:15]=[CH:16]3)=[N:12][C:11]=2[C:18]2[CH:23]=[CH:22][CH:21]=[CH:20][CH:19]=2)[CH:5]=[CH:4][N:3]=1. (4) Given the reactants [Cl:1][C:2]1[N:7]=[C:6]([N:8]([CH3:13])[CH2:9][CH2:10][CH2:11][OH:12])[C:5]([CH3:14])=[CH:4][N:3]=1.[CH2:15]([O:17][C:18](=[O:30])[CH2:19][C@H:20]1[C:28]2[C:23](=[CH:24][C:25](O)=[CH:26][CH:27]=2)[CH2:22][CH2:21]1)[CH3:16].C1C=CC(P(C2C=CC=CC=2)C2C=CC=CC=2)=CC=1.C1CCN(C(N=NC(N2CCCCC2)=O)=O)CC1, predict the reaction product. The product is: [Cl:1][C:2]1[N:7]=[C:6]([N:8]([CH3:13])[CH2:9][CH2:10][CH2:11][O:12][C:25]2[CH:24]=[C:23]3[C:28](=[CH:27][CH:26]=2)[C@H:20]([CH2:19][C:18]([O:17][CH2:15][CH3:16])=[O:30])[CH2:21][CH2:22]3)[C:5]([CH3:14])=[CH:4][N:3]=1.